Dataset: Catalyst prediction with 721,799 reactions and 888 catalyst types from USPTO. Task: Predict which catalyst facilitates the given reaction. Reactant: [OH:1][C:2]1[CH:7]=[CH:6][C:5]([N:8]([CH2:21][C:22]2[CH:27]=[CH:26][CH:25]=[C:24]([O:28][CH:29]3[CH2:34][CH2:33][CH2:32][CH2:31][O:30]3)[CH:23]=2)[S:9]([C:12]2[C:17]([CH3:18])=[CH:16][C:15]([CH3:19])=[CH:14][C:13]=2[CH3:20])(=[O:11])=[O:10])=[CH:4][CH:3]=1.[Br:35][CH2:36][CH2:37]Br.[OH-].[Na+]. Product: [Br:35][CH2:36][CH2:37][O:1][C:2]1[CH:3]=[CH:4][C:5]([N:8]([CH2:21][C:22]2[CH:27]=[CH:26][CH:25]=[C:24]([O:28][CH:29]3[CH2:34][CH2:33][CH2:32][CH2:31][O:30]3)[CH:23]=2)[S:9]([C:12]2[C:17]([CH3:18])=[CH:16][C:15]([CH3:19])=[CH:14][C:13]=2[CH3:20])(=[O:11])=[O:10])=[CH:6][CH:7]=1. The catalyst class is: 6.